From a dataset of Peptide-MHC class II binding affinity with 134,281 pairs from IEDB. Regression. Given a peptide amino acid sequence and an MHC pseudo amino acid sequence, predict their binding affinity value. This is MHC class II binding data. (1) The peptide sequence is SLRKLSSVCLALTNS. The MHC is DRB1_0405 with pseudo-sequence DRB1_0405. The binding affinity (normalized) is 0.559. (2) The binding affinity (normalized) is 0.153. The MHC is HLA-DQA10401-DQB10402 with pseudo-sequence HLA-DQA10401-DQB10402. The peptide sequence is LQGPFNFRFLTEKGM. (3) The peptide sequence is EKCYFAATQFEPLAA. The MHC is HLA-DPA10201-DPB10501 with pseudo-sequence HLA-DPA10201-DPB10501. The binding affinity (normalized) is 0.698. (4) The peptide sequence is VLKWHLHKAVEVPIS. The MHC is DRB1_0405 with pseudo-sequence DRB1_0405. The binding affinity (normalized) is 0.647. (5) The peptide sequence is GAIWRIDPKKPLKGP. The MHC is HLA-DQA10101-DQB10501 with pseudo-sequence HLA-DQA10101-DQB10501. The binding affinity (normalized) is 0.335. (6) The peptide sequence is LLAMAVLAALFAGAW. The MHC is DRB3_0101 with pseudo-sequence DRB3_0101. The binding affinity (normalized) is 0.